Dataset: Forward reaction prediction with 1.9M reactions from USPTO patents (1976-2016). Task: Predict the product of the given reaction. (1) Given the reactants [Cl:1][C:2]1[CH:11]=[C:10]([C:12](=[O:15])[NH:13][CH3:14])[CH:9]=[C:8]([Cl:16])[C:3]=1[C:4]([O:6]C)=[O:5].[I-].[Li+], predict the reaction product. The product is: [Cl:1][C:2]1[CH:11]=[C:10]([C:12](=[O:15])[NH:13][CH3:14])[CH:9]=[C:8]([Cl:16])[C:3]=1[C:4]([OH:6])=[O:5]. (2) Given the reactants [N+:1]([C:4]1[CH:9]=[CH:8][C:7]([NH:10][C:11]2[N:19]([CH2:20][C:21](OCC)=[O:22])[C:14]3=[N:15][CH:16]=[CH:17][CH:18]=[C:13]3[N:12]=2)=[CH:6][CH:5]=1)([O-:3])=[O:2].[BH4-].[Li+], predict the reaction product. The product is: [N+:1]([C:4]1[CH:9]=[CH:8][C:7]([NH:10][C:11]2[N:19]([CH2:20][CH2:21][OH:22])[C:14]3=[N:15][CH:16]=[CH:17][CH:18]=[C:13]3[N:12]=2)=[CH:6][CH:5]=1)([O-:3])=[O:2]. (3) Given the reactants CC1(C)C2C(=C(P(C3C=CC=CC=3)C3C=CC=CC=3)C=CC=2)OC2C(P(C3C=CC=CC=3)C3C=CC=CC=3)=CC=CC1=2.Cl[C:44]1[C:49]([N+:50]([O-:52])=[O:51])=[CH:48][CH:47]=[C:46]([C:53]([F:56])([F:55])[F:54])[CH:45]=1.[CH3:57][C:58]1[CH:62]=[C:61]([NH2:63])[O:60][N:59]=1.C([O-])([O-])=O.[K+].[K+], predict the reaction product. The product is: [CH3:57][C:58]1[CH:62]=[C:61]([NH:63][C:44]2[CH:45]=[C:46]([C:53]([F:56])([F:55])[F:54])[CH:47]=[CH:48][C:49]=2[N+:50]([O-:52])=[O:51])[O:60][N:59]=1. (4) Given the reactants Cl[C:2]1[N:20]=[C:5]2[C:6]([C:10]3[CH:15]=[CH:14][C:13]([S:16]([CH3:19])(=[O:18])=[O:17])=[CH:12][CH:11]=3)=[CH:7][CH:8]=[CH:9][N:4]2[N:3]=1.[CH3:21][N:22]1[C:26]([CH3:27])=[C:25]([NH2:28])[C:24]([CH3:29])=[N:23]1.C1(P(C2CCCCC2)C2(P(C3CCCCC3)C3CCCCC3)CC=CC=C2C2C=CC=CC=2)CCCCC1, predict the reaction product. The product is: [CH3:19][S:16]([C:13]1[CH:14]=[CH:15][C:10]([C:6]2[C:5]3[N:4]([N:3]=[C:2]([NH:28][C:25]4[C:24]([CH3:29])=[N:23][N:22]([CH3:21])[C:26]=4[CH3:27])[N:20]=3)[CH:9]=[CH:8][CH:7]=2)=[CH:11][CH:12]=1)(=[O:18])=[O:17].